Dataset: Catalyst prediction with 721,799 reactions and 888 catalyst types from USPTO. Task: Predict which catalyst facilitates the given reaction. (1) Reactant: [CH3:1][C:2]1[CH:7]=[CH:6][C:5]([S:8]([O:11][C:12]2[CH:17]=[CH:16][C:15]([Br:18])=[C:14]([OH:19])[CH:13]=2)(=[O:10])=[O:9])=[CH:4][CH:3]=1.[H-].[Na+].[CH3:22][O:23][CH2:24]Cl. Product: [CH3:1][C:2]1[CH:7]=[CH:6][C:5]([S:8]([O:11][C:12]2[CH:17]=[CH:16][C:15]([Br:18])=[C:14]([O:19][CH2:22][O:23][CH3:24])[CH:13]=2)(=[O:10])=[O:9])=[CH:4][CH:3]=1. The catalyst class is: 31. (2) Reactant: [Cl:1][C:2]1[CH:7]=[CH:6][CH:5]=[C:4]([Cl:8])[C:3]=1[C:9]1[C:34](=[O:35])[N:33]([CH3:36])[C:12]2[N:13]=[C:14]([NH:17][C:18]3[CH:23]=[CH:22][C:21]([O:24][CH2:25][CH2:26][N:27]4[CH2:32][CH2:31][CH2:30][CH2:29][CH2:28]4)=[CH:20][CH:19]=3)[N:15]=[CH:16][C:11]=2[CH:10]=1.[Br:37][CH2:38][C:39]1[N:43]([CH3:44])[CH:42]=[N:41][C:40]=1[N+:45]([O-:47])=[O:46].CCOCC. Product: [Br-:37].[Cl:8][C:4]1[CH:5]=[CH:6][CH:7]=[C:2]([Cl:1])[C:3]=1[C:9]1[C:34](=[O:35])[N:33]([CH3:36])[C:12]2[N:13]=[C:14]([NH:17][C:18]3[CH:19]=[CH:20][C:21]([O:24][CH2:25][CH2:26][N+:27]4([CH2:38][C:39]5[N:43]([CH3:44])[CH:42]=[N:41][C:40]=5[N+:45]([O-:47])=[O:46])[CH2:28][CH2:29][CH2:30][CH2:31][CH2:32]4)=[CH:22][CH:23]=3)[N:15]=[CH:16][C:11]=2[CH:10]=1. The catalyst class is: 37.